Dataset: Peptide-MHC class I binding affinity with 185,985 pairs from IEDB/IMGT. Task: Regression. Given a peptide amino acid sequence and an MHC pseudo amino acid sequence, predict their binding affinity value. This is MHC class I binding data. The peptide sequence is YYWPRPRRY. The MHC is HLA-C12:03 with pseudo-sequence HLA-C12:03. The binding affinity (normalized) is 0.478.